Dataset: Forward reaction prediction with 1.9M reactions from USPTO patents (1976-2016). Task: Predict the product of the given reaction. (1) Given the reactants [Cl:1][C:2]1[CH:50]=[CH:49][C:5]([CH2:6][NH:7][C:8](=[O:48])[CH2:9][C@@H:10]2[CH2:21][CH:20]=[CH:19][CH2:18][C@H:17]([NH:22]C(=O)OCC3C4C=CC=CC=4C4C3=CC=CC=4)[C:16](=[O:40])[O:15][C@H:14]([C:41]3[CH:46]=[CH:45][CH:44]=[CH:43][CH:42]=3)[CH2:13][NH:12][C:11]2=[O:47])=[CH:4][CH:3]=1.N1CCCCC1, predict the reaction product. The product is: [NH2:22][C@@H:17]1[C:16](=[O:40])[O:15][C@H:14]([C:41]2[CH:46]=[CH:45][CH:44]=[CH:43][CH:42]=2)[CH2:13][NH:12][C:11](=[O:47])[C@H:10]([CH2:9][C:8]([NH:7][CH2:6][C:5]2[CH:49]=[CH:50][C:2]([Cl:1])=[CH:3][CH:4]=2)=[O:48])[CH2:21][CH:20]=[CH:19][CH2:18]1. (2) Given the reactants [CH3:1][O:2][C:3](=[O:29])[NH:4][C@H:5]([C:9]([N:11]1[CH2:15][C@@H:14]([CH3:16])[CH2:13][C@H:12]1[C:17]1[NH:18][CH:19]=[C:20]([C:22]2[CH:27]=[CH:26][C:25](Br)=[CH:24][CH:23]=2)[N:21]=1)=[O:10])[CH:6]([CH3:8])[CH3:7].[CH3:30][C:31]1([CH3:47])[C:35]([CH3:37])([CH3:36])[O:34][B:33]([B:33]2[O:34][C:35]([CH3:37])([CH3:36])[C:31]([CH3:47])([CH3:30])[O:32]2)[O:32]1.C([O-])(=O)C.[K+].C(Cl)Cl, predict the reaction product. The product is: [CH3:1][O:2][C:3](=[O:29])[NH:4][C@H:5]([C:9]([N:11]1[CH2:15][C@@H:14]([CH3:16])[CH2:13][C@H:12]1[C:17]1[NH:18][CH:19]=[C:20]([C:22]2[CH:27]=[CH:26][C:25]([B:33]3[O:34][C:35]([CH3:37])([CH3:36])[C:31]([CH3:47])([CH3:30])[O:32]3)=[CH:24][CH:23]=2)[N:21]=1)=[O:10])[CH:6]([CH3:8])[CH3:7]. (3) Given the reactants [N+:1]([C:4]([C:11]1[CH:20]=[CH:19][C:18]2[C:13](=[CH:14][CH:15]=[C:16]([O:21][C@H:22]3[CH2:27][CH2:26][C@H:25]([C:28]([F:31])([F:30])[F:29])[CH2:24][CH2:23]3)[CH:17]=2)[CH:12]=1)([CH3:10])[CH2:5][CH2:6][C:7]([OH:9])=[O:8])([O-])=O, predict the reaction product. The product is: [NH2:1][C:4]([C:11]1[CH:20]=[CH:19][C:18]2[C:13](=[CH:14][CH:15]=[C:16]([O:21][C@H:22]3[CH2:27][CH2:26][C@H:25]([C:28]([F:29])([F:30])[F:31])[CH2:24][CH2:23]3)[CH:17]=2)[CH:12]=1)([CH3:10])[CH2:5][CH2:6][C:7]([OH:9])=[O:8]. (4) The product is: [ClH:27].[F:26][C:21]1[CH:20]=[C:19]([CH:24]=[CH:23][C:22]=1[F:25])[CH2:18][NH2:17]. Given the reactants C(OC(N1[C@H]2CCCC[C@H]2N=C1[NH:17][CH2:18][C:19]1[CH:24]=[CH:23][C:22]([F:25])=[C:21]([F:26])[CH:20]=1)=O)(C)(C)C.[ClH:27], predict the reaction product.